This data is from Reaction yield outcomes from USPTO patents with 853,638 reactions. The task is: Predict the reaction yield, written as a fraction of the theoretical maximum amount of product (1.0 means a 100% yield; for example, 0.34 means a 34% yield). (1) The reactants are C(P1(=O)OP(CCC)(=O)OP(CCC)(=O)O1)CC.[Br:19][C:20]1[CH:21]=[C:22]([C:26]([O:29][CH3:30])=[CH:27][N:28]=1)[C:23]([OH:25])=O.[F:31][C:32]1[CH:37]=[CH:36][C:35]([CH2:38][NH2:39])=[CH:34][CH:33]=1.CCN(CC)CC. The catalyst is C(Cl)Cl.O. The product is [Br:19][C:20]1[CH:21]=[C:22]([C:26]([O:29][CH3:30])=[CH:27][N:28]=1)[C:23]([NH:39][CH2:38][C:35]1[CH:36]=[CH:37][C:32]([F:31])=[CH:33][CH:34]=1)=[O:25]. The yield is 0.920. (2) The reactants are Cl.[F:2][C:3]([F:32])([F:31])[C:4]1[CH:5]=[C:6]([CH:24]=[C:25]([C:27]([F:30])([F:29])[F:28])[CH:26]=1)[CH2:7][N:8]([CH3:23])[C:9]([C@H:11]1[CH2:16][CH2:15][NH:14][CH2:13][C@H:12]1[C:17]1[CH:22]=[CH:21][CH:20]=[CH:19][CH:18]=1)=[O:10].[C:33](O)(=[O:37])[C:34]([NH2:36])=[O:35].CCN=C=NCCCN(C)C.Cl.C1C=CC2N(O)N=NC=2C=1. The catalyst is C1COCC1.O.CCN(CC)CC. The product is [NH2:36][C:34](=[O:35])[C:33]([N:14]1[CH2:15][CH2:16][C@H:11]([C:9]([N:8]([CH2:7][C:6]2[CH:5]=[C:4]([C:3]([F:31])([F:2])[F:32])[CH:26]=[C:25]([C:27]([F:30])([F:29])[F:28])[CH:24]=2)[CH3:23])=[O:10])[C@H:12]([C:17]2[CH:22]=[CH:21][CH:20]=[CH:19][CH:18]=2)[CH2:13]1)=[O:37]. The yield is 0.430.